Dataset: Full USPTO retrosynthesis dataset with 1.9M reactions from patents (1976-2016). Task: Predict the reactants needed to synthesize the given product. (1) Given the product [CH2:26]([C:12]1[C:11](=[O:28])[NH:10][C:9](=[O:8])[NH:14][C:13]=1[C:15]([C:17]1[CH:18]=[C:19]([CH:22]=[C:23]([CH3:25])[CH:24]=1)[C:20]#[N:21])=[O:16])[CH3:27], predict the reactants needed to synthesize it. The reactants are: C([O:8][C:9]1[N:14]=[C:13]([C:15]([C:17]2[CH:18]=[C:19]([CH:22]=[C:23]([CH3:25])[CH:24]=2)[C:20]#[N:21])=[O:16])[C:12]([CH2:26][CH3:27])=[C:11]([O:28]CC2C=CC=CC=2)[N:10]=1)C1C=CC=CC=1. (2) Given the product [CH3:26][O:27][C:24]([C:19]1[S:20][C:21]([S:22][CH3:23])=[C:17]([S:14]([C:10]2[CH:11]=[CH:12][CH:13]=[C:8]([N:5]3[CH2:4][CH2:3][N:2]([CH3:1])[CH2:7][CH2:6]3)[CH:9]=2)(=[O:16])=[O:15])[CH:18]=1)=[NH:25], predict the reactants needed to synthesize it. The reactants are: [CH3:1][N:2]1[CH2:7][CH2:6][N:5]([C:8]2[CH:9]=[C:10]([S:14]([C:17]3[CH:18]=[C:19]([C:24]#[N:25])[S:20][C:21]=3[S:22][CH3:23])(=[O:16])=[O:15])[CH:11]=[CH:12][CH:13]=2)[CH2:4][CH2:3]1.[CH3:26][O-:27].[Na+]. (3) Given the product [CH:26]([C:23]1[CH:22]=[CH:21][C:20]([C:8]2[C:9]3[C:14](=[CH:13][CH:12]=[C:11]([O:16][CH2:17][C:18]#[CH:19])[CH:10]=3)[CH:15]=[C:6]([C:4]([OH:5])=[O:3])[N:7]=2)=[CH:25][CH:24]=1)([CH3:28])[CH3:27], predict the reactants needed to synthesize it. The reactants are: C([O:3][C:4]([C:6]1[N:7]=[C:8]([C:20]2[CH:25]=[CH:24][C:23]([CH:26]([CH3:28])[CH3:27])=[CH:22][CH:21]=2)[C:9]2[C:14]([CH:15]=1)=[CH:13][CH:12]=[C:11]([O:16][CH2:17][C:18]#[CH:19])[CH:10]=2)=[O:5])C.[OH-].[Na+].Cl. (4) Given the product [Cl:35][C:32]1[CH:31]=[CH:30][C:29]([C:23]2[S:22][C:21]3[C:19](=[O:20])[N:18]([C:5]4[CH:6]=[CH:7][C:8]([NH:9][C:10](=[O:17])[CH2:11][N:12]5[CH2:16][CH2:15][CH2:14][CH2:13]5)=[C:3]([O:2][CH3:1])[CH:4]=4)[CH2:27][CH2:26][C:25]=3[CH:24]=2)=[CH:34][CH:33]=1, predict the reactants needed to synthesize it. The reactants are: [CH3:1][O:2][C:3]1[CH:4]=[C:5]([NH:18][C:19]([C:21]2[S:22][C:23]([C:29]3[CH:34]=[CH:33][C:32]([Cl:35])=[CH:31][CH:30]=3)=[CH:24][C:25]=2[CH2:26][CH2:27]O)=[O:20])[CH:6]=[CH:7][C:8]=1[NH:9][C:10](=[O:17])[CH2:11][N:12]1[CH2:16][CH2:15][CH2:14][CH2:13]1.C(P(CCCC)CCCC)CCC.N(C(OC(C)C)=O)=NC(OC(C)C)=O. (5) Given the product [CH2:1]([C:4]1[N:8]([CH2:9][C:10]([OH:12])=[O:11])[N:7]=[C:6]([C:14]([F:16])([F:17])[F:15])[CH:5]=1)[CH:2]=[CH2:3], predict the reactants needed to synthesize it. The reactants are: [CH2:1]([C:4]1[N:8]([CH2:9][C:10]([O:12]C)=[O:11])[N:7]=[C:6]([C:14]([F:17])([F:16])[F:15])[CH:5]=1)[CH:2]=[CH2:3].O.[OH-].[Li+]. (6) Given the product [C:1]([O:5][C:6]([N:8]1[CH2:13][CH2:12][N:11]([C:14]2[CH:19]=[CH:18][C:17]([CH3:31])=[CH:16][C:15]=2[CH:21]2[CH2:26][C:25]([CH3:28])([CH3:27])[CH2:24][C:23]([CH3:30])([CH3:29])[CH2:22]2)[CH2:10][CH2:9]1)=[O:7])([CH3:4])([CH3:3])[CH3:2], predict the reactants needed to synthesize it. The reactants are: [C:1]([O:5][C:6]([N:8]1[CH2:13][CH2:12][N:11]([C:14]2[CH:19]=[CH:18][C:17](Br)=[CH:16][C:15]=2[CH:21]2[CH2:26][C:25]([CH3:28])([CH3:27])[CH2:24][C:23]([CH3:30])([CH3:29])[CH2:22]2)[CH2:10][CH2:9]1)=[O:7])([CH3:4])([CH3:3])[CH3:2].[C:31](=O)([O-])[O-].[Cs+].[Cs+].CN(C)C=O.CB1OB(C)OB(C)O1. (7) The reactants are: [CH3:1][O:2][C:3]1[CH:8]=[CH:7][C:6]([OH:9])=[CH:5][CH:4]=1.Cl[C:11]1[CH:12]=[CH:13][C:14]([N+:26]([O-:28])=[O:27])=[C:15]([CH2:17][NH:18][C:19](=[O:25])[O:20][C:21]([CH3:24])([CH3:23])[CH3:22])[CH:16]=1.[H-].[Na+]. Given the product [C:21]([O:20][C:19](=[O:25])[NH:18][CH2:17][C:15]1[CH:16]=[C:11]([O:9][C:6]2[CH:7]=[CH:8][C:3]([O:2][CH3:1])=[CH:4][CH:5]=2)[CH:12]=[CH:13][C:14]=1[N+:26]([O-:28])=[O:27])([CH3:24])([CH3:23])[CH3:22], predict the reactants needed to synthesize it. (8) Given the product [Cl:22][C:23]1[CH:28]=[CH:27][CH:26]=[CH:25][C:24]=1[C:2]1[CH:7]=[CH:6][C:5]([NH:8][C:9]([NH:11][CH2:12][CH2:13][CH2:14][CH2:15][N:16]2[CH2:21][CH2:20][O:19][CH2:18][CH2:17]2)=[O:10])=[CH:4][CH:3]=1, predict the reactants needed to synthesize it. The reactants are: Br[C:2]1[CH:7]=[CH:6][C:5]([NH:8][C:9]([NH:11][CH2:12][CH2:13][CH2:14][CH2:15][N:16]2[CH2:21][CH2:20][O:19][CH2:18][CH2:17]2)=[O:10])=[CH:4][CH:3]=1.[Cl:22][C:23]1[CH:28]=[CH:27][CH:26]=[CH:25][C:24]=1B(O)O.C([O-])([O-])=O.[Na+].[Na+]. (9) Given the product [OH:5][C:4]1[CH:3]=[C:2]([CH:10]=[C:8]([OH:9])[C:6]=1[OH:7])[C:1]([O:12][C:19]1[CH:20]=[CH:21][C:22]2[C:17](=[CH:16][CH:15]=[C:14]([O:24][C:1](=[O:11])[C:2]3[CH:10]=[C:8]([OH:9])[C:6]([OH:7])=[C:4]([OH:5])[CH:3]=3)[CH:13]=2)[CH:18]=1)=[O:11], predict the reactants needed to synthesize it. The reactants are: [C:1]([OH:12])(=[O:11])[C:2]1[CH:10]=[C:8]([OH:9])[C:6]([OH:7])=[C:4]([OH:5])[CH:3]=1.[CH:13]1[C:22]2[C:17](=[CH:18][C:19](O)=[CH:20][CH:21]=2)[CH:16]=[CH:15][C:14]=1[OH:24].